This data is from Peptide-MHC class II binding affinity with 134,281 pairs from IEDB. The task is: Regression. Given a peptide amino acid sequence and an MHC pseudo amino acid sequence, predict their binding affinity value. This is MHC class II binding data. (1) The peptide sequence is RVYCDPCRAGFETNV. The MHC is HLA-DQA10501-DQB10301 with pseudo-sequence HLA-DQA10501-DQB10301. The binding affinity (normalized) is 0.213. (2) The peptide sequence is CLLVLDDFRDLMTAT. The MHC is HLA-DQA10501-DQB10301 with pseudo-sequence HLA-DQA10501-DQB10301. The binding affinity (normalized) is 0.164. (3) The binding affinity (normalized) is 0. The MHC is HLA-DQA10101-DQB10501 with pseudo-sequence HLA-DQA10101-DQB10501. The peptide sequence is ADEEQQQALSSQMGF. (4) The peptide sequence is TRGPSLRTTTVSGKL. The MHC is DRB3_0101 with pseudo-sequence DRB3_0101. The binding affinity (normalized) is 0.285. (5) The peptide sequence is KTYKNVYIDTYHN. The MHC is DRB1_0405 with pseudo-sequence DRB1_0405. The binding affinity (normalized) is 0.304. (6) The peptide sequence is IKGTAPFETHANRIV. The MHC is DRB1_1302 with pseudo-sequence DRB1_1302. The binding affinity (normalized) is 0.541. (7) The peptide sequence is TSLLISWGHYPLHLR. The MHC is DRB4_0101 with pseudo-sequence DRB4_0103. The binding affinity (normalized) is 0.420. (8) The peptide sequence is PSINDLDEVISNKFH. The MHC is DRB1_0405 with pseudo-sequence DRB1_0405. The binding affinity (normalized) is 0.522. (9) The peptide sequence is PCVFIKRVSNVIIHG. The MHC is DRB1_0301 with pseudo-sequence DRB1_0301. The binding affinity (normalized) is 0.100.